Regression/Classification. Given a drug SMILES string, predict its absorption, distribution, metabolism, or excretion properties. Task type varies by dataset: regression for continuous measurements (e.g., permeability, clearance, half-life) or binary classification for categorical outcomes (e.g., BBB penetration, CYP inhibition). For this dataset (solubility_aqsoldb), we predict Y. From a dataset of Aqueous solubility values for 9,982 compounds from the AqSolDB database. (1) The compound is CCCCCOC(=O)c1ccc(O)c(I)c1. The Y is -4.22 log mol/L. (2) The compound is CCNc1cccc2ccccc12. The Y is -3.19 log mol/L. (3) The molecule is O=c1cnc2ncncc2[nH]1. The Y is -2.71 log mol/L. (4) The molecule is O=C1NC(=O)c2cccc3cccc1c23. The Y is -4.69 log mol/L.